Task: Predict the product of the given reaction.. Dataset: Forward reaction prediction with 1.9M reactions from USPTO patents (1976-2016) The product is: [C:1]([C:5]1[N:9]=[C:8]2[C:10]([C:11]#[N:12])=[C:20]([C:21]3[CH:26]=[CH:25][CH:24]=[CH:23][CH:22]=3)[C:17]([CH2:18][CH3:19])=[C:16]([OH:15])[N:7]2[N:6]=1)([CH3:4])([CH3:2])[CH3:3]. Given the reactants [C:1]([C:5]1[N:9]=[C:8]([CH2:10][C:11]#[N:12])[NH:7][N:6]=1)([CH3:4])([CH3:3])[CH3:2].C([O:15][C:16](=O)[CH:17]([C:20](=O)[C:21]1[CH:26]=[CH:25][CH:24]=[CH:23][CH:22]=1)[CH2:18][CH3:19])C.C([O-])(=O)C.[NH4+], predict the reaction product.